The task is: Predict which catalyst facilitates the given reaction.. This data is from Catalyst prediction with 721,799 reactions and 888 catalyst types from USPTO. (1) Reactant: [Cl:1][C:2]1[CH:7]=[CH:6][CH:5]=[CH:4][C:3]=1[C:8]1[C:9](=[O:22])[N:10]([C:16]2[CH:21]=[CH:20][CH:19]=[CH:18][CH:17]=2)[CH:11]=[C:12]([CH2:14][OH:15])[CH:13]=1.[C:23]1(O)[CH:28]=[CH:27][CH:26]=[CH:25][CH:24]=1.C1(P(C2C=CC=CC=2)C2C=CC=CC=2)C=CC=CC=1.N(C(N(C)C)=O)=NC(N(C)C)=O. Product: [Cl:1][C:2]1[CH:7]=[CH:6][CH:5]=[CH:4][C:3]=1[C:8]1[C:9](=[O:22])[N:10]([C:16]2[CH:17]=[CH:18][CH:19]=[CH:20][CH:21]=2)[CH:11]=[C:12]([CH2:14][O:15][C:23]2[CH:28]=[CH:27][CH:26]=[CH:25][CH:24]=2)[CH:13]=1. The catalyst class is: 54. (2) Reactant: C(OC([N:11]1[CH2:15][CH2:14][CH2:13][C@H:12]1[C:16]1[O:17][CH:18]=[C:19]([CH3:21])[N:20]=1)=O)C1C=CC=CC=1. Product: [CH3:21][C:19]1[N:20]=[C:16]([C@@H:12]2[CH2:13][CH2:14][CH2:15][NH:11]2)[O:17][CH:18]=1. The catalyst class is: 50. (3) Reactant: [Cl:1][C:2]1[CH:3]=[CH:4][C:5]2[N:11]3[C:12]([C:15]([F:18])([F:17])[F:16])=[N:13][N:14]=[C:10]3[C@@H:9]([CH2:19][C:20]([N:22]3[CH2:27][CH2:26][N:25]([CH2:28][CH2:29][C:30]([O:32]CC)=[O:31])[C:24](=[O:35])[CH2:23]3)=[O:21])[S:8][C@H:7]([C:36]3[CH:41]=[CH:40][CH:39]=[C:38]([O:42][CH3:43])[C:37]=3[O:44][CH3:45])[C:6]=2[CH:46]=1.Cl. Product: [Cl:1][C:2]1[CH:3]=[CH:4][C:5]2[N:11]3[C:12]([C:15]([F:16])([F:17])[F:18])=[N:13][N:14]=[C:10]3[C@@H:9]([CH2:19][C:20]([N:22]3[CH2:27][CH2:26][N:25]([CH2:28][CH2:29][C:30]([OH:32])=[O:31])[C:24](=[O:35])[CH2:23]3)=[O:21])[S:8][C@H:7]([C:36]3[CH:41]=[CH:40][CH:39]=[C:38]([O:42][CH3:43])[C:37]=3[O:44][CH3:45])[C:6]=2[CH:46]=1. The catalyst class is: 12. (4) Reactant: CC([O:5]C(N[C@H](C(O)=O)CC(OCC1C=CC=CC=1)=O)=O)(C)C.[CH:24]1([N:30]=[C:31]=[N:32][CH:33]2[CH2:38][CH2:37][CH2:36][CH2:35][CH2:34]2)[CH2:29][CH2:28][CH2:27][CH2:26][CH2:25]1. Product: [C:31]([NH:30][CH:24]1[CH2:25][CH2:26][CH2:27][CH2:28][CH2:29]1)([NH:32][CH:33]1[CH2:38][CH2:37][CH2:36][CH2:35][CH2:34]1)=[O:5]. The catalyst class is: 2. (5) Reactant: [O:1]=[C:2]([C:14]1[CH:19]=[CH:18][CH:17]=[CH:16][CH:15]=1)[C:3]([O:5][C@@H:6]1[CH:11]2[CH2:12][CH2:13][N:8]([CH2:9][CH2:10]2)[CH2:7]1)=[O:4].C1COCC1.C[Si]([N:29]([Si](C)(C)C)[C:30]1[CH:31]=[C:32]([Mg]Cl)[CH:33]=[CH:34][CH:35]=1)(C)C.[C:42](O[C:42]([O:44][C:45]([CH3:48])([CH3:47])[CH3:46])=[O:43])([O:44][C:45]([CH3:48])([CH3:47])[CH3:46])=[O:43].C(N(C(C)C)C(C)C)C. Product: [C:45]([O:44][C:42]([NH:29][C:30]1[CH:31]=[C:32]([C:2]([OH:1])([C:14]2[CH:19]=[CH:18][CH:17]=[CH:16][CH:15]=2)[C:3]([O:5][C@@H:6]2[CH:11]3[CH2:10][CH2:9][N:8]([CH2:13][CH2:12]3)[CH2:7]2)=[O:4])[CH:33]=[CH:34][CH:35]=1)=[O:43])([CH3:48])([CH3:47])[CH3:46]. The catalyst class is: 64. (6) The catalyst class is: 21. Product: [N+:1]([C:4]1[CH:11]=[CH:10][C:7]([CH2:8][CH:13]([C:14]([O:16][CH2:17][CH3:18])=[O:15])[C:12]([O:20][CH2:21][CH3:22])=[O:19])=[CH:6][CH:5]=1)([O-:3])=[O:2]. Reactant: [N+:1]([C:4]1[CH:11]=[CH:10][C:7]([CH2:8]Br)=[CH:6][CH:5]=1)([O-:3])=[O:2].[C:12]([O:20][CH2:21][CH3:22])(=[O:19])[CH2:13][C:14]([O:16][CH2:17][CH3:18])=[O:15].C([O-])([O-])=O.[K+].[K+].